Dataset: HIV replication inhibition screening data with 41,000+ compounds from the AIDS Antiviral Screen. Task: Binary Classification. Given a drug SMILES string, predict its activity (active/inactive) in a high-throughput screening assay against a specified biological target. (1) The molecule is O=[N+]([O-])c1ccc(NN=Cc2ccc(OCCCCCCCCCCCO)cc2)c([N+](=O)[O-])c1. The result is 0 (inactive). (2) The molecule is CCOC(=O)c1ccc(N=Cc2ccc(N(CCC#N)S(=O)(=O)c3ccccc3)cc2C)cc1. The result is 0 (inactive). (3) The compound is CC(=O)OC1CCC2(C)C3CCC4(C)C(C(C)CCCC(C)C)CCC4C3(C#N)n3c(=O)n(-c4ccccc4)c(=O)n3C2(C#N)C1. The result is 0 (inactive). (4) The compound is COc1ccc(CC(=O)c2ccc(O)cc2O)cc1. The result is 0 (inactive). (5) The compound is CC(=CCNc1ncnc2c1ncn2CCC(=O)OC(C)(C)C)CO. The result is 0 (inactive). (6) The molecule is CN(C)CCNc1cccc2oc3ccc(O)cc3c(=O)c12. The result is 0 (inactive). (7) The molecule is CCOC=NC1=C(C#N)SC2=NC(=Cc3ccccc3)C(=O)N21. The result is 0 (inactive). (8) The compound is COc1c(OC)c(OC)c2c(=O)cc(-c3ccc4c(c3)OCO4)oc2c1OC. The result is 0 (inactive). (9) The compound is O=S(=O)(c1ccc(Br)cc1)S(=O)(=O)c1ccc(Br)cc1. The result is 0 (inactive).